From a dataset of Peptide-MHC class II binding affinity with 134,281 pairs from IEDB. Regression. Given a peptide amino acid sequence and an MHC pseudo amino acid sequence, predict their binding affinity value. This is MHC class II binding data. (1) The peptide sequence is WKMLDPRQGLAVLRK. The MHC is HLA-DQA10201-DQB10303 with pseudo-sequence HLA-DQA10201-DQB10303. The binding affinity (normalized) is 0. (2) The peptide sequence is EATTDGLGWYKIEID. The MHC is DRB1_0101 with pseudo-sequence DRB1_0101. The binding affinity (normalized) is 0.241. (3) The peptide sequence is NTSYRLISCNTSVI. The MHC is DRB1_1101 with pseudo-sequence DRB1_1101. The binding affinity (normalized) is 0.313. (4) The peptide sequence is KKAGLVGVLAGLAFQEMD. The MHC is HLA-DQA10201-DQB10303 with pseudo-sequence HLA-DQA10201-DQB10303. The binding affinity (normalized) is 0.564.